From a dataset of Reaction yield outcomes from USPTO patents with 853,638 reactions. Predict the reaction yield, written as a fraction of the theoretical maximum amount of product (1.0 means a 100% yield; for example, 0.34 means a 34% yield). The yield is 0.649. The product is [C:17]([NH2:15])(=[O:21])[C:11]1[CH:12]=[CH:3][CH:2]=[N:4][CH:13]=1. The reactants are C[CH:2]([NH2:4])[CH3:3].CCN([CH:11]([CH3:13])[CH3:12])C(C)C.C[N:15]([C:17]([O:21]N1N=NC2C=CC=NC1=2)=[N+](C)C)C.F[P-](F)(F)(F)(F)F. The catalyst is CN(C=O)C.